This data is from Forward reaction prediction with 1.9M reactions from USPTO patents (1976-2016). The task is: Predict the product of the given reaction. Given the reactants [C:1]1([C:10]([O-:12])=[O:11])[CH:6]=[CH:5][C:4]([C:7]([O-:9])=[O:8])=[CH:3][CH:2]=1.[N+]([O-])([O-])=O.[Cr+3:17].[N+]([O-])([O-])=O.[N+]([O-])([O-])=O.F, predict the reaction product. The product is: [C:10]([O-:12])(=[O:11])[C:1]1[CH:6]=[CH:5][C:4]([C:7]([O-:9])=[O:8])=[CH:3][CH:2]=1.[Cr+3:17].[C:10]([O-:12])(=[O:11])[C:1]1[CH:6]=[CH:5][C:4]([C:7]([O-:9])=[O:8])=[CH:3][CH:2]=1.[C:10]([O-:12])(=[O:11])[C:1]1[CH:6]=[CH:5][C:4]([C:7]([O-:9])=[O:8])=[CH:3][CH:2]=1.[Cr+3:17].